Dataset: Forward reaction prediction with 1.9M reactions from USPTO patents (1976-2016). Task: Predict the product of the given reaction. (1) The product is: [F:1][C:2]1[CH:3]=[C:4]([N:20]2[CH2:24][C@H:23]([CH2:25][NH:26][C:27](=[O:29])[CH3:28])[O:22][C:21]2=[O:30])[CH:5]=[CH:6][C:7]=1[CH:8]1[CH2:12][CH2:11][NH:10][CH2:9]1. Given the reactants [F:1][C:2]1[CH:3]=[C:4]([N:20]2[CH2:24][C@H:23]([CH2:25][NH:26][C:27](=[O:29])[CH3:28])[O:22][C:21]2=[O:30])[CH:5]=[CH:6][C:7]=1[CH:8]1[CH2:12][CH2:11][N:10](CC2C=CC=CC=2)[CH2:9]1, predict the reaction product. (2) Given the reactants [Cl:1][C:2]1[N:7]=[N:6][C:5]([N:8]([C:10](=O)[C:11]2[CH:16]=[CH:15][CH:14]=[CH:13][C:12]=2[F:17])[NH2:9])=[CH:4][C:3]=1[Si:19]([CH3:22])([CH3:21])[CH3:20].BrC(Cl)(Cl)C(Cl)(Cl)Br.C1(P(C2C=CC=CC=2)C2C=CC=CC=2)C=CC=CC=1.C(N(CC)CC)C, predict the reaction product. The product is: [Cl:1][C:2]1[C:3]([Si:19]([CH3:20])([CH3:21])[CH3:22])=[CH:4][C:5]2[N:8]([C:10]([C:11]3[CH:16]=[CH:15][CH:14]=[CH:13][C:12]=3[F:17])=[N:7][N:6]=2)[N:9]=1. (3) Given the reactants [F:1][C:2]1[CH:11]=[C:10]2[C:5]([C:6]([CH:19]=C)=[C:7]([CH3:18])[C:8]([C:12]3[CH:17]=[CH:16][CH:15]=[CH:14][N:13]=3)=[N:9]2)=[CH:4][CH:3]=1.C[N+]1([O-])CC[O:25]CC1.S([O-])([O-])(=O)=S.[Na+].[Na+].I([O-])(=O)(=O)=O.[Na+], predict the reaction product. The product is: [F:1][C:2]1[CH:11]=[C:10]2[C:5]([C:6]([CH:19]=[O:25])=[C:7]([CH3:18])[C:8]([C:12]3[CH:17]=[CH:16][CH:15]=[CH:14][N:13]=3)=[N:9]2)=[CH:4][CH:3]=1. (4) Given the reactants C([O-])(=O)C.[K+].[CH3:21][C:16]1([CH3:22])[C:17]([CH3:20])([CH3:19])[O:18][B:14]([B:14]2[O:18][C:17]([CH3:20])([CH3:19])[C:16]([CH3:22])([CH3:21])[O:15]2)[O:15]1.Br[C:25]1[CH:26]=[C:27]([C:46]2[O:47][C:48]3[C:54]([O:55][CH3:56])=[CH:53][CH:52]=[CH:51][C:49]=3[N:50]=2)[C:28]([N:31]([C:39]([O:41][C:42]([CH3:45])([CH3:44])[CH3:43])=[O:40])[C:32](=[O:38])[O:33][C:34]([CH3:37])([CH3:36])[CH3:35])=[N:29][CH:30]=1, predict the reaction product. The product is: [C:42]([O:41][C:39]([N:31]([C:28]1[C:27]([C:46]2[O:47][C:48]3[C:54]([O:55][CH3:56])=[CH:53][CH:52]=[CH:51][C:49]=3[N:50]=2)=[CH:26][C:25]([B:14]2[O:15][C:16]([CH3:21])([CH3:22])[C:17]([CH3:19])([CH3:20])[O:18]2)=[CH:30][N:29]=1)[C:32](=[O:38])[O:33][C:34]([CH3:37])([CH3:36])[CH3:35])=[O:40])([CH3:43])([CH3:44])[CH3:45]. (5) Given the reactants [CH2:1]([N:8]1[CH2:17][CH2:16][C:15]2[C:14](Cl)=[N:13][CH:12]=[N:11][C:10]=2[CH2:9]1)[C:2]1[CH:7]=[CH:6][CH:5]=[CH:4][CH:3]=1.[F:19][C:20]([F:29])([F:28])[C:21]1[N:26]=[CH:25][C:24]([NH2:27])=[CH:23][CH:22]=1.I.O, predict the reaction product. The product is: [CH2:1]([N:8]1[CH2:17][CH2:16][C:15]2[C:14]([NH:27][C:24]3[CH:25]=[N:26][C:21]([C:20]([F:29])([F:19])[F:28])=[CH:22][CH:23]=3)=[N:13][CH:12]=[N:11][C:10]=2[CH2:9]1)[C:2]1[CH:7]=[CH:6][CH:5]=[CH:4][CH:3]=1. (6) Given the reactants [CH2:1]([O:3][C:4]1[C:5]([CH2:22][N:23]([CH3:25])[CH3:24])=[C:6]2[C:10](=[CH:11][CH:12]=1)[N:9](S(C1C=CC=CC=1)(=O)=O)[CH:8]=[CH:7]2)[CH3:2].CCO.[OH-].[Na+], predict the reaction product. The product is: [CH2:1]([O:3][C:4]1[C:5]([CH2:22][N:23]([CH3:24])[CH3:25])=[C:6]2[C:10](=[CH:11][CH:12]=1)[NH:9][CH:8]=[CH:7]2)[CH3:2]. (7) Given the reactants [C:1]([C:3]1[CH:8]=[CH:7][CH:6]=[CH:5][C:4]=1[C:9]1[CH:17]=[CH:16][C:12]([C:13]([OH:15])=O)=[CH:11][N:10]=1)#[N:2].[F:18][C:19]([F:29])([F:28])[CH2:20][N:21]1[CH2:26][CH2:25][CH:24]([NH2:27])[CH2:23][CH2:22]1, predict the reaction product. The product is: [C:1]([C:3]1[CH:8]=[CH:7][CH:6]=[CH:5][C:4]=1[C:9]1[CH:17]=[CH:16][C:12]([C:13]([NH:27][CH:24]2[CH2:25][CH2:26][N:21]([CH2:20][C:19]([F:29])([F:18])[F:28])[CH2:22][CH2:23]2)=[O:15])=[CH:11][N:10]=1)#[N:2].